The task is: Predict the product of the given reaction.. This data is from Forward reaction prediction with 1.9M reactions from USPTO patents (1976-2016). Given the reactants [ClH:1].[NH:2]1[CH2:7][CH2:6][O:5][CH:4]([CH2:8][N:9]2[C:13]3[CH:14]=[CH:15][CH:16]=[CH:17][C:12]=3[N:11]([C:18]3[CH:23]=[CH:22][CH:21]=[CH:20][CH:19]=3)[S:10]2(=[O:25])=[O:24])[CH2:3]1, predict the reaction product. The product is: [ClH:1].[NH:2]1[CH2:7][CH2:6][O:5][C@@H:4]([CH2:8][N:9]2[C:13]3[CH:14]=[CH:15][CH:16]=[CH:17][C:12]=3[N:11]([C:18]3[CH:19]=[CH:20][CH:21]=[CH:22][CH:23]=3)[S:10]2(=[O:25])=[O:24])[CH2:3]1.